From a dataset of Reaction yield outcomes from USPTO patents with 853,638 reactions. Predict the reaction yield, written as a fraction of the theoretical maximum amount of product (1.0 means a 100% yield; for example, 0.34 means a 34% yield). (1) The reactants are [CH3:1][S:2](Cl)(=[O:4])=[O:3].[Cl:6][C:7]1[N:12]=[C:11]([C:13]2[S:17][C:16]([N:18]3[CH2:23][CH2:22][NH:21][CH2:20][CH2:19]3)=[N:15][C:14]=2[C:24]2[C:25]([F:42])=[C:26]([NH:30][S:31]([C:34]3[CH:39]=[C:38]([F:40])[CH:37]=[CH:36][C:35]=3[F:41])(=[O:33])=[O:32])[CH:27]=[CH:28][CH:29]=2)[CH:10]=[CH:9][N:8]=1. The catalyst is C(Cl)Cl. The product is [Cl:6][C:7]1[N:12]=[C:11]([C:13]2[S:17][C:16]([N:18]3[CH2:23][CH2:22][N:21]([S:2]([CH3:1])(=[O:4])=[O:3])[CH2:20][CH2:19]3)=[N:15][C:14]=2[C:24]2[C:25]([F:42])=[C:26]([NH:30][S:31]([C:34]3[CH:39]=[C:38]([F:40])[CH:37]=[CH:36][C:35]=3[F:41])(=[O:33])=[O:32])[CH:27]=[CH:28][CH:29]=2)[CH:10]=[CH:9][N:8]=1. The yield is 0.300. (2) The reactants are [Cl:1][C:2]1[CH:3]=[CH:4][C:5]([S:9][CH3:10])=[C:6]([NH2:8])[CH:7]=1.[F:11][C:12]1[CH:17]=[C:16]([F:18])[CH:15]=[CH:14][C:13]=1[S:19](Cl)(=[O:21])=[O:20]. No catalyst specified. The product is [Cl:1][C:2]1[CH:3]=[CH:4][C:5]([S:9][CH3:10])=[C:6]([NH:8][S:19]([C:13]2[CH:14]=[CH:15][C:16]([F:18])=[CH:17][C:12]=2[F:11])(=[O:21])=[O:20])[CH:7]=1. The yield is 0.940. (3) The reactants are [CH3:1][O:2][C:3]1[CH:4]=[C:5]2[C:10](=[CH:11][CH:12]=1)[NH:9][CH2:8][CH2:7][CH2:6]2.[C:13](Cl)(=[O:17])[C:14](Cl)=[O:15].[Cl-].[Al+3].[Cl-].[Cl-]. The catalyst is C(Cl)Cl.Cl. The product is [CH3:1][O:2][C:3]1[CH:4]=[C:5]2[C:10]3=[C:11]([C:13](=[O:17])[C:14](=[O:15])[N:9]3[CH2:8][CH2:7][CH2:6]2)[CH:12]=1. The yield is 0.750. (4) The reactants are [OH-].[Na+].[Br:3][C:4]1[CH:9]=[CH:8][N:7]=[C:6]2[NH:10][CH:11]=[CH:12][C:5]=12.[S:13](Cl)([C:16]1[CH:22]=[CH:21][C:19]([CH3:20])=[CH:18][CH:17]=1)(=[O:15])=[O:14]. The catalyst is S([O-])(O)(=O)=O.C([N+](CCCC)(CCCC)CCCC)CCC.C(Cl)Cl. The product is [Br:3][C:4]1[CH:9]=[CH:8][N:7]=[C:6]2[N:10]([S:13]([C:16]3[CH:22]=[CH:21][C:19]([CH3:20])=[CH:18][CH:17]=3)(=[O:15])=[O:14])[CH:11]=[CH:12][C:5]=12. The yield is 0.810. (5) The reactants are [Cl:1][C:2]1[CH:7]=[CH:6][C:5]([NH2:8])=[CH:4][C:3]=1[C:9]1[O:10][C:11]2[CH:17]=[CH:16][C:15]([Cl:18])=[CH:14][C:12]=2[N:13]=1.N1C=CC=CC=1.Cl[C:26]([O:28][CH3:29])=[O:27]. The catalyst is C(Cl)(Cl)Cl. The product is [CH3:29][O:28][C:26](=[O:27])[NH:8][C:5]1[CH:6]=[CH:7][C:2]([Cl:1])=[C:3]([C:9]2[O:10][C:11]3[CH:17]=[CH:16][C:15]([Cl:18])=[CH:14][C:12]=3[N:13]=2)[CH:4]=1. The yield is 0.500. (6) The reactants are [CH3:1][C:2]1[CH:3]=[N:4][CH:5]=[C:6]([CH:10]=1)[C:7]([OH:9])=O.C(N1C=CN=C1)(N1C=CN=C1)=O.[NH2:23][C@H:24]1[CH2:29][C:28]2[C:30]([N:34]3[CH2:39][CH2:38][N:37]([CH3:40])[CH2:36][CH2:35]3)=[CH:31][CH:32]=[CH:33][C:27]=2[O:26][CH2:25]1. The catalyst is CN(C)C=O. The product is [CH3:40][N:37]1[CH2:38][CH2:39][N:34]([C:30]2[C:28]3[CH2:29][C@H:24]([NH:23][C:7]([C:6]4[CH:5]=[N:4][CH:3]=[C:2]([CH3:1])[CH:10]=4)=[O:9])[CH2:25][O:26][C:27]=3[CH:33]=[CH:32][CH:31]=2)[CH2:35][CH2:36]1. The yield is 0.350. (7) The reactants are [Br:1][C:2]1[CH:7]=[CH:6][C:5]([OH:8])=[CH:4][C:3]=1[CH3:9].C([O-])([O-])=O.[K+].[K+].CC1C=CC(S(O[CH2:27][CH2:28][CH2:29][S:30]([CH3:33])(=[O:32])=[O:31])(=O)=O)=CC=1.[NH4+].[Cl-]. The catalyst is CN(C=O)C. The product is [Br:1][C:2]1[CH:7]=[CH:6][C:5]([O:8][CH2:27][CH2:28][CH2:29][S:30]([CH3:33])(=[O:32])=[O:31])=[CH:4][C:3]=1[CH3:9]. The yield is 0.910.